From a dataset of Forward reaction prediction with 1.9M reactions from USPTO patents (1976-2016). Predict the product of the given reaction. (1) Given the reactants Br[CH2:2][C:3]([C:5]1[CH:10]=[CH:9][C:8]([Br:11])=[CH:7][CH:6]=1)=O.Cl.[CH:13]1([C:16](=[NH:18])[NH2:17])[CH2:15][CH2:14]1.C(=O)([O-])[O-].[K+].[K+], predict the reaction product. The product is: [Br:11][C:8]1[CH:9]=[CH:10][C:5]([C:3]2[NH:18][C:16]([CH:13]3[CH2:15][CH2:14]3)=[N:17][CH:2]=2)=[CH:6][CH:7]=1. (2) Given the reactants C([O:8][C:9]1[CH:27]=[CH:26][C:25]2=[CH:28][C:10]=1[CH2:11][C@H:12]([NH:52]C(OCC1C=CC=CC=1)=O)[C:13](=[O:51])[NH:14][C@@H:15]([CH2:37][CH2:38][CH2:39][NH:40]C(OCC1C=CC=CC=1)=O)[C:16](=[O:36])[N:17]([CH3:35])[C@H:18]([C:31]([O:33][CH3:34])=[O:32])[CH2:19][C:20]1[CH:29]=[C:24]2[CH:23]=[CH:22][C:21]=1[F:30])C1C=CC=CC=1, predict the reaction product. The product is: [NH2:52][C@H:12]1[CH2:11][C:10]2[CH:28]=[C:25]([CH:26]=[CH:27][C:9]=2[OH:8])[C:24]2=[CH:29][C:20](=[C:21]([F:30])[CH:22]=[CH:23]2)[CH2:19][C@@H:18]([C:31]([O:33][CH3:34])=[O:32])[N:17]([CH3:35])[C:16](=[O:36])[C@H:15]([CH2:37][CH2:38][CH2:39][NH2:40])[NH:14][C:13]1=[O:51]. (3) Given the reactants [Cl:1][C:2]1[N:3]=[CH:4][C:5]2[CH2:6][CH2:7][CH2:8][C:9]3([C:15](=[O:16])[N:14]([CH3:17])[C:13](=O)[NH:12]3)[C:10]=2[CH:11]=1.COC1C=CC(P2(SP(C3C=CC(OC)=CC=3)(=S)S2)=[S:28])=CC=1.O, predict the reaction product. The product is: [Cl:1][C:2]1[N:3]=[CH:4][C:5]2[CH2:6][CH2:7][CH2:8][C:9]3([C:15](=[O:16])[N:14]([CH3:17])[C:13](=[S:28])[NH:12]3)[C:10]=2[CH:11]=1. (4) Given the reactants Cl[C:2]([O:4][CH3:5])=[O:3].[F:6][C:7]1[CH:8]=[C:9]([NH:14][C:15]([C:17]2[CH:18]=[C:19]([C:24]3[CH:29]=[CH:28][C:27]([F:30])=[CH:26][C:25]=3[F:31])[CH:20]=[CH:21]C=2O)=[O:16])[CH:10]=[CH:11][C:12]=1[F:13].Cl, predict the reaction product. The product is: [F:31][C:25]1[CH:26]=[C:27]([F:30])[CH:28]=[CH:29][C:24]=1[C:19]1[CH:20]=[CH:21][C:5]2[O:4][C:2](=[O:3])[N:14]([C:9]3[CH:10]=[CH:11][C:12]([F:13])=[C:7]([F:6])[CH:8]=3)[C:15](=[O:16])[C:17]=2[CH:18]=1.